Regression/Classification. Given a drug SMILES string, predict its absorption, distribution, metabolism, or excretion properties. Task type varies by dataset: regression for continuous measurements (e.g., permeability, clearance, half-life) or binary classification for categorical outcomes (e.g., BBB penetration, CYP inhibition). Dataset: cyp2d6_veith. From a dataset of CYP2D6 inhibition data for predicting drug metabolism from PubChem BioAssay. (1) The compound is OC[C@@H](O)[C@@H](O)[C@@H](O)[C@@H](O)c1nc2ccc(Cl)cc2[nH]1. The result is 0 (non-inhibitor). (2) The compound is COc1ccccc1/C=C/C(=O)c1c2c(c(C)[nH]c1=O)CCCC2. The result is 0 (non-inhibitor). (3) The molecule is O=S(=O)(O)c1cc(N=Nc2cccc3ccccc23)c(O)c2ncccc12. The result is 0 (non-inhibitor). (4) The compound is NS(=O)(=O)c1ccc(NCc2cnc3ccccc3n2)cc1. The result is 0 (non-inhibitor).